From a dataset of Forward reaction prediction with 1.9M reactions from USPTO patents (1976-2016). Predict the product of the given reaction. (1) Given the reactants [C:1]1([C:7]2[CH:12]=[C:11](/[CH:13]=[CH:14]/[CH2:15][OH:16])[CH:10]=[C:9]([C:17]3[CH:22]=[CH:21][CH:20]=[CH:19][CH:18]=3)[CH:8]=2)[CH:6]=[CH:5][CH:4]=[CH:3][CH:2]=1.[CH2:23]([O:25][C@@H:26]([CH2:32][C:33]1[CH:38]=[CH:37][C:36](O)=[CH:35][CH:34]=1)[C:27]([O:29][CH2:30][CH3:31])=[O:28])[CH3:24], predict the reaction product. The product is: [CH2:23]([O:25][C@@H:26]([CH2:32][C:33]1[CH:34]=[CH:35][C:36]([O:16][CH2:15]/[CH:14]=[CH:13]/[C:11]2[CH:12]=[C:7]([C:1]3[CH:2]=[CH:3][CH:4]=[CH:5][CH:6]=3)[CH:8]=[C:9]([C:17]3[CH:18]=[CH:19][CH:20]=[CH:21][CH:22]=3)[CH:10]=2)=[CH:37][CH:38]=1)[C:27]([O:29][CH2:30][CH3:31])=[O:28])[CH3:24]. (2) Given the reactants [Br:1][C:2]1[CH:3]=[C:4]([CH2:9][CH2:10][C:11]([O:13][CH3:14])=[O:12])[CH:5]=[CH:6][C:7]=1[OH:8].[C:15]1(P([C:15]2[CH:20]=[CH:19][CH:18]=[CH:17][CH:16]=2)[C:15]2[CH:20]=[CH:19][CH:18]=[CH:17][CH:16]=2)[CH:20]=[CH:19][CH:18]=[CH:17][CH:16]=1.C1(O)CCCCC1.CC(OC(/N=N/C(OC(C)C)=O)=O)C, predict the reaction product. The product is: [Br:1][C:2]1[CH:3]=[C:4]([CH2:9][CH2:10][C:11]([O:13][CH3:14])=[O:12])[CH:5]=[CH:6][C:7]=1[O:8][CH:15]1[CH2:20][CH2:19][CH2:18][CH2:17][CH2:16]1. (3) The product is: [CH3:43][C:42]1[O:41][C:40]([C:44]2[CH:45]=[CH:46][CH:47]=[CH:48][CH:49]=2)=[N:39][C:38]=1[CH2:37][O:36][C:33]1[CH:34]=[CH:35][C:30]([CH2:29][O:28]/[N:27]=[C:21](/[C:64]2[CH:65]=[CH:66][CH:3]=[C:2]([C:5]([C:59]3[CH:58]=[CH:57][CH:62]=[CH:61][CH:60]=3)=[CH2:51])[CH:1]=2)\[C:22]([O:24][CH2:25][CH3:26])=[O:23])=[CH:31][CH:32]=1. Given the reactants [CH3:1][C:2]([CH3:5])([O-])[CH3:3].[K+].C(C1C=C(/[C:21](=[N:27]/[O:28][CH2:29][C:30]2[CH:35]=[CH:34][C:33]([O:36][CH2:37][C:38]3[N:39]=[C:40]([C:44]4[CH:49]=[CH:48][CH:47]=[CH:46][CH:45]=4)[O:41][C:42]=3[CH3:43])=[CH:32][CH:31]=2)/[C:22]([O:24][CH2:25][CH3:26])=[O:23])C=CC=1)(=O)C1C=CC=CC=1.Cl.[C:51](OCC)(=O)C.[CH3:57][CH2:58][CH2:59][CH2:60][CH2:61][CH3:62].O1C[CH2:66][CH2:65][CH2:64]1, predict the reaction product. (4) Given the reactants [Cl:1][C:2]1[CH:7]=[CH:6][C:5]([C@H:8]2[C@@H:13]([C:14]3[CH:19]=[CH:18][C:17]([Cl:20])=[CH:16][CH:15]=3)[N:12]([C@H:21]([CH2:27][CH2:28][CH3:29])[C:22]([O:24][CH2:25][CH3:26])=[O:23])[C:11](=[O:30])[CH2:10][O:9]2)=[CH:4][CH:3]=1.Br[CH2:32][C:33]1[CH:38]=[CH:37][CH:36]=[C:35]([I:39])[CH:34]=1, predict the reaction product. The product is: [Cl:1][C:2]1[CH:7]=[CH:6][C:5]([C@H:8]2[C@@H:13]([C:14]3[CH:19]=[CH:18][C:17]([Cl:20])=[CH:16][CH:15]=3)[N:12]([C@H:21]([CH2:27][CH2:28][CH3:29])[C:22]([O:24][CH2:25][CH3:26])=[O:23])[C:11](=[O:30])[C@H:10]([CH2:32][C:33]3[CH:38]=[CH:37][CH:36]=[C:35]([I:39])[CH:34]=3)[O:9]2)=[CH:4][CH:3]=1. (5) Given the reactants C[Mg]Cl.[C:4]1(=[O:14])[C:8]2(CCCC[CH2:9]2)[CH2:7]CC1.C1(=O)CCCC1.[Cl-].[NH4+].[CH3:23][C:24]1([OH:34])[C:28]2([CH2:33][CH2:32][CH2:31][CH2:30][CH2:29]2)[CH2:27][CH2:26][CH2:25]1, predict the reaction product. The product is: [C:4]([O:34][C:24]1([CH3:23])[C:28]2([CH2:29][CH2:30][CH2:31][CH2:32][CH2:33]2)[CH2:27][CH2:26][CH2:25]1)(=[O:14])[C:8]([CH3:9])=[CH2:7]. (6) Given the reactants [CH2:1]([O:3][C:4](=[O:29])[CH2:5][C:6]1[CH:11]=[C:10]([C:12]([F:15])([F:14])[F:13])[CH:9]=[C:8]([O:16][C:17]2[CH:22]=[CH:21][C:20]([NH2:23])=[CH:19][C:18]=2[CH2:24][S:25][CH:26]([CH3:28])[CH3:27])[CH:7]=1)[CH3:2].[C:30](Cl)(=[O:35])[C:31]([CH3:34])([CH3:33])[CH3:32], predict the reaction product. The product is: [CH2:1]([O:3][C:4](=[O:29])[CH2:5][C:6]1[CH:11]=[C:10]([C:12]([F:15])([F:14])[F:13])[CH:9]=[C:8]([O:16][C:17]2[CH:22]=[CH:21][C:20]([NH:23][C:30](=[O:35])[C:31]([CH3:34])([CH3:33])[CH3:32])=[CH:19][C:18]=2[CH2:24][S:25][CH:26]([CH3:28])[CH3:27])[CH:7]=1)[CH3:2]. (7) The product is: [Cl:1][C:2]1[N:3]=[CH:4][CH:5]=[C:6]2[CH:10]=[C:9]([C:11]([NH2:16])=[O:13])[S:8][C:7]=12. Given the reactants [Cl:1][C:2]1[N:3]=[CH:4][CH:5]=[C:6]2[CH:10]=[C:9]([C:11]([O:13]CC)=O)[S:8][C:7]=12.[NH3:16].CO, predict the reaction product.